This data is from Buchwald-Hartwig C-N cross coupling reaction yields with 55,370 reactions. The task is: Predict the reaction yield, written as a fraction of the theoretical maximum amount of product (1.0 means a 100% yield; for example, 0.34 means a 34% yield). (1) The reactants are COc1ccc(I)cc1.Cc1ccc(N)cc1.O=S(=O)(O[Pd]1c2ccccc2-c2ccccc2N~1)C(F)(F)F.COc1ccc(OC)c(P(C(C)(C)C)C(C)(C)C)c1-c1c(C(C)C)cc(C(C)C)cc1C(C)C.CCN=P(N=P(N(C)C)(N(C)C)N(C)C)(N(C)C)N(C)C.CCOC(=O)c1cc(C)on1. No catalyst specified. The product is COc1ccc(Nc2ccc(C)cc2)cc1. The yield is 0.453. (2) No catalyst specified. The product is Cc1ccc(Nc2ccc(C(F)(F)F)cc2)cc1. The yield is 0.380. The reactants are FC(F)(F)c1ccc(Br)cc1.Cc1ccc(N)cc1.O=S(=O)(O[Pd]1c2ccccc2-c2ccccc2N~1)C(F)(F)F.COc1ccc(OC)c(P(C(C)(C)C)C(C)(C)C)c1-c1c(C(C)C)cc(C(C)C)cc1C(C)C.CN1CCCN2CCCN=C12.c1ccc(CN(Cc2ccccc2)c2ccon2)cc1. (3) The reactants are CCc1ccc(I)cc1.Cc1ccc(N)cc1.O=S(=O)(O[Pd]1c2ccccc2-c2ccccc2N~1)C(F)(F)F.COc1ccc(OC)c(P(C(C)(C)C)C(C)(C)C)c1-c1c(C(C)C)cc(C(C)C)cc1C(C)C.CN(C)C(=NC(C)(C)C)N(C)C.CCOC(=O)c1ccon1. No catalyst specified. The product is CCc1ccc(Nc2ccc(C)cc2)cc1. The yield is 0.659. (4) The yield is 0.763. No catalyst specified. The product is Cc1ccc(Nc2ccccn2)cc1. The reactants are Brc1ccccn1.Cc1ccc(N)cc1.O=S(=O)(O[Pd]1c2ccccc2-c2ccccc2N~1)C(F)(F)F.COc1ccc(OC)c(P(C(C)(C)C)C(C)(C)C)c1-c1c(C(C)C)cc(C(C)C)cc1C(C)C.CCN=P(N=P(N(C)C)(N(C)C)N(C)C)(N(C)C)N(C)C.CCOC(=O)c1cc(C)on1. (5) The reactants are Ic1ccccn1.Cc1ccc(N)cc1.O=S(=O)(O[Pd]1c2ccccc2-c2ccccc2N~1)C(F)(F)F.COc1ccc(OC)c(P([C@]23C[C@H]4C[C@H](C[C@H](C4)C2)C3)[C@]23C[C@H]4C[C@H](C[C@H](C4)C2)C3)c1-c1c(C(C)C)cc(C(C)C)cc1C(C)C.CN1CCCN2CCCN=C12.CCOC(=O)c1cc(C)on1. No catalyst specified. The product is Cc1ccc(Nc2ccccn2)cc1. The yield is 0.957.